Dataset: PAMPA (Parallel Artificial Membrane Permeability Assay) permeability data from NCATS. Task: Regression/Classification. Given a drug SMILES string, predict its absorption, distribution, metabolism, or excretion properties. Task type varies by dataset: regression for continuous measurements (e.g., permeability, clearance, half-life) or binary classification for categorical outcomes (e.g., BBB penetration, CYP inhibition). Dataset: pampa_ncats. (1) The result is 1 (high permeability). The molecule is CCOC(=O)N1CCN(CC1)CC2=NC3=C(N2CCC(C)C)C(=O)N(C(=O)N3C)C. (2) The compound is C1CN(CCC1C(=O)NCC2=CC=CC=C2)C3=NC(=CS3)C4=CC=C(C=C4)Br. The result is 1 (high permeability). (3) The compound is CC1=CC(=C(N1)C(=O)NC2=CC(=CC=C2)[S+](=O)(NC3=CC=C(C=C3)Br)[O-])C. The result is 1 (high permeability).